Task: Predict which catalyst facilitates the given reaction.. Dataset: Catalyst prediction with 721,799 reactions and 888 catalyst types from USPTO (1) Reactant: [NH2:1][C:2]1[CH:3]=[C:4]([C:9]2[S:13][C:12]([C:14]3([OH:18])[CH2:17][CH2:16][CH2:15]3)=[N:11][CH:10]=2)[CH:5]=[C:6]([CH3:8])[CH:7]=1.C(=O)([O-])[O-].[Cs+].[Cs+].Cl[C:26]1[N:31]=[C:30]([O:32][CH:33]2[CH2:36][O:35][CH2:34]2)[CH:29]=[CH:28][N:27]=1.CC1(C)C2C(=C(P(C3C=CC=CC=3)C3C=CC=CC=3)C=CC=2)OC2C(P(C3C=CC=CC=3)C3C=CC=CC=3)=CC=CC1=2. Product: [CH3:8][C:6]1[CH:5]=[C:4]([C:9]2[S:13][C:12]([C:14]3([OH:18])[CH2:17][CH2:16][CH2:15]3)=[N:11][CH:10]=2)[CH:3]=[C:2]([NH:1][C:26]2[N:31]=[C:30]([O:32][CH:33]3[CH2:36][O:35][CH2:34]3)[CH:29]=[CH:28][N:27]=2)[CH:7]=1. The catalyst class is: 584. (2) Reactant: [Cl:1][C:2]1[CH:7]=[CH:6][C:5]([NH:8][CH2:9][C:10]([O:12]CC)=O)=[CH:4][CH:3]=1.O.[NH2:16][NH2:17]. Product: [Cl:1][C:2]1[CH:7]=[CH:6][C:5]([NH:8][CH2:9][C:10]([NH:16][NH2:17])=[O:12])=[CH:4][CH:3]=1. The catalyst class is: 8.